Dataset: Forward reaction prediction with 1.9M reactions from USPTO patents (1976-2016). Task: Predict the product of the given reaction. (1) Given the reactants [OH:1][CH2:2][C:3]1[CH:8]=[CH:7][C:6]([S:9]([CH3:12])(=[O:11])=[O:10])=[CH:5][C:4]=1[OH:13].[Br:14][CH2:15][CH:16](OC)OC.C1COCC1.OS(O)(=O)=O, predict the reaction product. The product is: [Br:14][CH2:15][CH:16]1[O:13][C:4]2[CH:5]=[C:6]([S:9]([CH3:12])(=[O:10])=[O:11])[CH:7]=[CH:8][C:3]=2[CH2:2][O:1]1. (2) Given the reactants [Cl:1][C:2]1[CH:3]=[CH:4][C:5]([C:25]#[N:26])=[C:6]([C:8]2[C:13]([O:14][CH3:15])=[CH:12][N:11]([CH:16]([CH2:20][CH2:21][O:22][CH3:23])[C:17](O)=[O:18])[C:10](=[O:24])[CH:9]=2)[CH:7]=1.[N:27]1[CH:28]=[CH:29][N:30]2[CH:35]=[C:34]([NH2:36])[CH:33]=[CH:32][C:31]=12, predict the reaction product. The product is: [Cl:1][C:2]1[CH:3]=[CH:4][C:5]([C:25]#[N:26])=[C:6]([C:8]2[C:13]([O:14][CH3:15])=[CH:12][N:11]([CH:16]([CH2:20][CH2:21][O:22][CH3:23])[C:17]([NH:36][C:34]3[CH:33]=[CH:32][C:31]4[N:30]([CH:29]=[CH:28][N:27]=4)[CH:35]=3)=[O:18])[C:10](=[O:24])[CH:9]=2)[CH:7]=1.